From a dataset of Catalyst prediction with 721,799 reactions and 888 catalyst types from USPTO. Predict which catalyst facilitates the given reaction. (1) Reactant: [CH3:1][N:2]1[C:10]2[C:5](=[CH:6][C:7]([NH2:11])=[CH:8][CH:9]=2)[CH:4]=[C:3]1[CH3:12].C(N(CC)C(C)C)(C)C.Br[CH2:23][C:24]1[CH:34]=[CH:33][C:32]([O:35][CH3:36])=[CH:31][C:25]=1[C:26](OCC)=[O:27].O[Li].O. Product: [CH3:1][N:2]1[C:10]2[C:5](=[CH:6][C:7]([N:11]3[CH2:23][C:24]4[C:25](=[CH:31][C:32]([O:35][CH3:36])=[CH:33][CH:34]=4)[C:26]3=[O:27])=[CH:8][CH:9]=2)[CH:4]=[C:3]1[CH3:12]. The catalyst class is: 40. (2) The catalyst class is: 29. Reactant: [CH3:1][O:2][C:3]1[CH:48]=[C:47]([O:49][CH3:50])[CH:46]=[CH:45][C:4]=1[CH2:5][NH:6][C:7]1[C:8]2[CH:15]=[CH:14][N:13]([C@H:16]3[C@@H:20]4[O:21][C:22]([CH3:25])([CH3:24])[O:23][C@@H:19]4[C@@H:18]([CH2:26][N:27]([CH:42]([CH3:44])[CH3:43])[CH2:28][CH2:29][CH2:30][CH2:31][C:32]([O:34]CC4C=CC=CC=4)=[O:33])[O:17]3)[C:9]=2[N:10]=[CH:11][N:12]=1.C1CC=CCC=1. Product: [CH3:1][O:2][C:3]1[CH:48]=[C:47]([O:49][CH3:50])[CH:46]=[CH:45][C:4]=1[CH2:5][NH:6][C:7]1[C:8]2[CH:15]=[CH:14][N:13]([C@H:16]3[C@@H:20]4[O:21][C:22]([CH3:24])([CH3:25])[O:23][C@@H:19]4[C@@H:18]([CH2:26][N:27]([CH:42]([CH3:44])[CH3:43])[CH2:28][CH2:29][CH2:30][CH2:31][C:32]([OH:34])=[O:33])[O:17]3)[C:9]=2[N:10]=[CH:11][N:12]=1. (3) Reactant: C([N:8]1[CH2:13][CH2:12][CH:11]([N:14]2[C:22]3[C:17](=[N:18][CH:19]=[N:20][CH:21]=3)[NH:16][C:15]2=[O:23])[CH2:10][CH2:9]1)C1C=CC=CC=1.[ClH:24]. Product: [ClH:24].[NH:8]1[CH2:13][CH2:12][CH:11]([N:14]2[C:22]3[C:17](=[N:18][CH:19]=[N:20][CH:21]=3)[NH:16][C:15]2=[O:23])[CH2:10][CH2:9]1. The catalyst class is: 12.